Dataset: Catalyst prediction with 721,799 reactions and 888 catalyst types from USPTO. Task: Predict which catalyst facilitates the given reaction. Reactant: C([O:3][C:4](=[O:29])[CH2:5][C:6]1[CH:11]=[CH:10][C:9]([O:12][CH3:13])=[C:8]([O:14][C:15]2[CH:20]=[CH:19][C:18]([Cl:21])=[CH:17][C:16]=2[CH2:22][N:23]2[CH2:27][CH2:26][O:25][C:24]2=[O:28])[CH:7]=1)C.[OH-].[Li+].O. Product: [Cl:21][C:18]1[CH:19]=[CH:20][C:15]([O:14][C:8]2[CH:7]=[C:6]([CH2:5][C:4]([OH:29])=[O:3])[CH:11]=[CH:10][C:9]=2[O:12][CH3:13])=[C:16]([CH2:22][N:23]2[CH2:27][CH2:26][O:25][C:24]2=[O:28])[CH:17]=1. The catalyst class is: 12.